This data is from Reaction yield outcomes from USPTO patents with 853,638 reactions. The task is: Predict the reaction yield, written as a fraction of the theoretical maximum amount of product (1.0 means a 100% yield; for example, 0.34 means a 34% yield). (1) The reactants are CC(C)([O-])C.[K+].[C:7]([O:11][C:12](=[O:31])[NH:13][C:14]([CH3:30])([CH3:29])[CH2:15][N:16]([C:25](=[O:28])[CH2:26]Br)[C:17]1[CH:22]=[CH:21][CH:20]=[C:19]([F:23])[C:18]=1[CH3:24])([CH3:10])([CH3:9])[CH3:8].[Cl-].[NH4+]. The catalyst is O1CCCC1.O. The product is [C:7]([O:11][C:12]([N:13]1[CH2:26][C:25](=[O:28])[N:16]([C:17]2[CH:22]=[CH:21][CH:20]=[C:19]([F:23])[C:18]=2[CH3:24])[CH2:15][C:14]1([CH3:30])[CH3:29])=[O:31])([CH3:10])([CH3:9])[CH3:8]. The yield is 0.470. (2) The reactants are [N:1]1[CH:6]=[CH:5][CH:4]=[CH:3][C:2]=1/[CH:7]=[CH:8]/[C:9]([O:11][C:12]([CH3:15])([CH3:14])[CH3:13])=[O:10].C([O-])=O.[NH4+].C(OCC)(=O)C. The catalyst is C(O)C.O. The product is [N:1]1[CH:6]=[CH:5][CH:4]=[CH:3][C:2]=1[CH2:7][CH2:8][C:9]([O:11][C:12]([CH3:15])([CH3:14])[CH3:13])=[O:10]. The yield is 0.940. (3) The reactants are C[O:2][C:3]1[N:12]=[C:11]2[C:6]([CH2:7][CH2:8][C:9](=[O:17])[N:10]2[CH2:13][C@@H:14]2[CH2:16][O:15]2)=[CH:5][CH:4]=1. The catalyst is CN(C=O)C. The product is [OH:15][CH2:16][C@H:14]1[N:12]2[C:11]3[N:10]([C:9](=[O:17])[CH2:8][CH2:7][C:6]=3[CH:5]=[CH:4][C:3]2=[O:2])[CH2:13]1. The yield is 0.310. (4) The reactants are C([O:4][CH2:5][C:6](=[O:37])[NH:7][C:8]1[N:9]=[C:10]2[CH:15]=[CH:14][C:13]([O:16][C:17]3[CH:22]=[CH:21][CH:20]=[C:19]([NH:23][C:24](=[O:35])[C:25]4[CH:30]=[CH:29][CH:28]=[C:27]([C:31]([F:34])([F:33])[F:32])[CH:26]=4)[CH:18]=3)=[N:12][N:11]2[CH:36]=1)(=O)C.[OH-].[Na+].Cl. The catalyst is CO. The product is [C:6]([NH:7][C:8]1[N:9]=[C:10]2[CH:15]=[CH:14][C:13]([O:16][C:17]3[CH:18]=[C:19]([NH:23][C:24](=[O:35])[C:25]4[CH:30]=[CH:29][CH:28]=[C:27]([C:31]([F:32])([F:33])[F:34])[CH:26]=4)[CH:20]=[CH:21][CH:22]=3)=[N:12][N:11]2[CH:36]=1)(=[O:37])[CH2:5][OH:4]. The yield is 0.810. (5) The reactants are C[O:2][C:3]([C:5]1([C:8]2[CH:13]=[CH:12][C:11]([C:14]3[CH:19]=[CH:18][C:17]([N:20]4[C:24]([NH:25][C:26]([O:28][CH:29]([CH:31]5[CH2:33][CH2:32]5)[CH3:30])=[O:27])=[C:23]([CH3:34])[N:22]=[N:21]4)=[CH:16][CH:15]=3)=[CH:10][CH:9]=2)[CH2:7][CH2:6]1)=[O:4].C1COCC1.C(O)C.[OH-].[Na+]. The catalyst is O. The product is [CH:31]1([CH:29]([O:28][C:26]([NH:25][C:24]2[N:20]([C:17]3[CH:18]=[CH:19][C:14]([C:11]4[CH:10]=[CH:9][C:8]([C:5]5([C:3]([OH:4])=[O:2])[CH2:7][CH2:6]5)=[CH:13][CH:12]=4)=[CH:15][CH:16]=3)[N:21]=[N:22][C:23]=2[CH3:34])=[O:27])[CH3:30])[CH2:32][CH2:33]1. The yield is 0.829.